This data is from Peptide-MHC class I binding affinity with 185,985 pairs from IEDB/IMGT. The task is: Regression. Given a peptide amino acid sequence and an MHC pseudo amino acid sequence, predict their binding affinity value. This is MHC class I binding data. (1) The peptide sequence is FLGKIWPS. The MHC is HLA-A02:12 with pseudo-sequence HLA-A02:12. The binding affinity (normalized) is 1.00. (2) The peptide sequence is KQWIVAGAI. The MHC is HLA-B15:17 with pseudo-sequence HLA-B15:17. The binding affinity (normalized) is 0.0847. (3) The peptide sequence is RPRRASSPF. The MHC is HLA-A30:01 with pseudo-sequence HLA-A30:01. The binding affinity (normalized) is 0.318. (4) The peptide sequence is STTSTTASAKV. The MHC is Mamu-A01 with pseudo-sequence Mamu-A01. The binding affinity (normalized) is 0.378. (5) The MHC is HLA-A11:01 with pseudo-sequence HLA-A11:01. The binding affinity (normalized) is 0.949. The peptide sequence is DSMDVLAEK. (6) The peptide sequence is DLEDLKDQI. The MHC is HLA-A02:03 with pseudo-sequence HLA-A02:03. The binding affinity (normalized) is 0.120. (7) The peptide sequence is LLAPITAYA. The MHC is HLA-A02:02 with pseudo-sequence HLA-A02:02. The binding affinity (normalized) is 1.00. (8) The peptide sequence is CPFKYAAAF. The MHC is Mamu-A2201 with pseudo-sequence Mamu-A2201. The binding affinity (normalized) is 0.933.